The task is: Predict which catalyst facilitates the given reaction.. This data is from Catalyst prediction with 721,799 reactions and 888 catalyst types from USPTO. Reactant: C([N:8]1[CH2:17][C:16]2[NH:15][C:14](=[O:18])[CH:13]=[CH:12][C:11]=2[CH2:10][CH2:9]1)C1C=CC=CC=1.[F:19][C:20]([F:25])([F:24])[C:21]([OH:23])=[O:22].[H][H]. Product: [F:19][C:20]([F:25])([F:24])[C:21]([OH:23])=[O:22].[NH:15]1[C:16]2[CH2:17][NH:8][CH2:9][CH2:10][C:11]=2[CH:12]=[CH:13][C:14]1=[O:18]. The catalyst class is: 129.